Dataset: Forward reaction prediction with 1.9M reactions from USPTO patents (1976-2016). Task: Predict the product of the given reaction. Given the reactants [CH3:1][C:2]1[NH:7][C:6](=[O:8])[C:5]([CH2:9][C:10]#[CH:11])=[C:4]([OH:12])[N:3]=1.S(=O)(=O)(O)O, predict the reaction product. The product is: [CH3:1][C:2]1[NH:3][C:4](=[O:12])[C:5]2[CH:9]=[C:10]([CH3:11])[O:8][C:6]=2[N:7]=1.